This data is from Peptide-MHC class I binding affinity with 185,985 pairs from IEDB/IMGT. The task is: Regression. Given a peptide amino acid sequence and an MHC pseudo amino acid sequence, predict their binding affinity value. This is MHC class I binding data. The peptide sequence is VGNVYVKC. The MHC is Mamu-B52 with pseudo-sequence Mamu-B52. The binding affinity (normalized) is 0.612.